Dataset: Drug-target binding data from BindingDB using IC50 measurements. Task: Regression. Given a target protein amino acid sequence and a drug SMILES string, predict the binding affinity score between them. We predict pIC50 (pIC50 = -log10(IC50 in M); higher means more potent). Dataset: bindingdb_ic50. (1) The compound is CCO/N=C(/c1ccc(F)c(F)c1)c1ccc(CN2CCC3(CC2)OCc2cn(C)c(=O)cc23)cn1. The target protein (Q969V1) has sequence MNPFHASCWNTSAELLNKSWNKEFAYQTASVVDTVILPSMIGIICSTGLVGNILIVFTIIRSRKKTVPDIYICNLAVADLVHIVGMPFLIHQWARGGEWVFGGPLCTIITSLDTCNQFACSAIMTVMSVDRYFALVQPFRLTRWRTRYKTIRINLGLWAASFILALPVWVYSKVIKFKDGVESCAFDLTSPDDVLWYTLYLTITTFFFPLPLILVCYILILCYTWEMYQQNKDARCCNPSVPKQRVMKLTKMVLVLVVVFILSAAPYHVIQLVNLQMEQPTLAFYVGYYLSICLSYASSSINPFLYILLSGNFQKRLPQIQRRATEKEINNMGNTLKSHF. The pIC50 is 8.0. (2) The compound is N#C/N=C1\SCCN1Cc1ccc(Cl)nc1. The target protein (P09482) has sequence MGFLVSKGNLLLLLCASIFPAFGHVETRAHAEERLLKKLFSGYNKWSRPVANISDVVLVRFGLSIAQLIDVDEKNQMMTTNVWVKQEWHDYKLRWDPQEYENVTSIRIPSELIWRPDIVLYNNADGDFAVTHLTKAHLFYDGRIKWMPPAIYKSSCSIDVTFFPFDQQNCKMKFGSWTYDKAKIDLVSMHSHVDQLDYWESGEWVIINAVGNYNSKKYECCTEIYPDITYSFIIRRLPLFYTINLIIPCLLISCLTVLVFYLPSECGEKITLCISVLLSLTVFLLLITEIIPSTSLVIPLIGEYLLFTMIFVTLSIIITVFVLNVHHRSPRTHTMPDWVRRVFLDIVPRLLFMKRPSTVKDNCKKLIESMHKLTNSPRLWSETDMEPNFTTSSSPSPQSNEPSPTSSFCAHLEEPAKPMCKSPSGQYSMLHPEPPQVTCSSPKPSCHPLSDTQTTSISKGRSLSVQQMYSPNKTEEGSIRCRSRSIQYCYLQEDSSQTNG.... The pIC50 is 6.1. (3) The compound is Nc1ncnc2c1ncn2C1CC(O)C(CO)O1. The target protein (Q04400) has sequence MSGSKSVSPPGYAAQTAASPAPRGGPEHRAAWGEADSRANGYPHAPGGSTRGSTKRSGGAVTPQQQQRLASRWRGGDDDEDPPLSGDDPLVGGFGFSFRSKSAWQERGGDDGGRGSRRQRRGAAGGGSTRAPPAGGSGSSAAAAAAAGGTEVRPRSVEVGLEERRGKGRAAEELEPGTGTVEDGDGSEDGGSSVASGSGTGTVLSLGACCLALLQIFRSKKFPSDKLERLYQRYFFRLNQSSLTMLMAVLVLVCLVMLAFHAARPPLQVVYLAVLAAAVGVILIMAVLCNRAAFHQDHMGLACYALIAVVLAVQVVGLLLPQPRSASEGIWWTVFFIYTIYTLLPVRMRAAVLSGVLLSALHLAISLHTNAQDQFLLKQLVSNVLIFSCTNIVGVCTHYPAEVSQRQAFQETRECIQARLHSQRENQQQERLLLSVLPRHVAMEMKADINAKQEDMMFHKIYIQKHDNVSILFADIEGFTSLASQCTAQELVMTLNELFA.... The pIC50 is 4.8. (4) The small molecule is Cn1cc(-c2ccc3c(c2)CCN3C(=O)Cc2cccc(C(F)(F)F)c2)c2c(N)ncnc21. The target protein (Q9Y3S1) has sequence MDGDGGRRDVPGTLMEPGRGAGPAGMAEPRAKAARPGPQRFLRRSVVESDQEEPPGLEAAEAPGPQPPQPLQRRVLLLCKTRRLIAERARGRPAAPAPAALVAQPGAPGAPADAGPEPVGTQEPGPDPIAAAVETAPAPDGGPREEAAATVRKEDEGAAEAKPEPGRTRRDEPEEEEDDEDDLKAVATSLDGRFLKFDIELGRGSFKTVYKGLDTETWVEVAWCELQDRKLTKLERQRFKEEAEMLKGLQHPNIVRFYDFWESSAKGKRCIVLVTELMTSGTLKTYLKRFKVMKPKVLRSWCRQILKGLLFLHTRTPPIIHRDLKCDNIFITGPTGSVKIGDLGLATLKRASFAKSVIGTPEFMAPEMYEEHYDESVDVYAFGMCMLEMATSEYPYSECQNAAQIYRKVTCGIKPASFEKVHDPEIKEIIGECICKNKEERYEIKDLLSHAFFAEDTGVRVELAEEDHGRKSTIALRLWVEDPKKLKGKPKDNGAIEFTF.... The pIC50 is 5.4. (5) The drug is CCOc1ccc(Nc2c(C)c(N[C@H]3CCCNC3)nc3ccnn23)cc1. The pIC50 is 5.3. The target protein (P49138) has sequence MLSGSPGQTPPAPFPSPPPPAPAQPPPPFPQFHVKSGLQIRKNAITDDYKVTSQVLGLGINGKVLRIFDKRTQQKFALKMLQDCPKARREVELHWRASQCPHIVHIVDVYENLYAGRKCLLIVMECLDGGELFSRIQDRGDQAFTEREASEIMKSIGEAIQYLHSINIAHRDVKPENLLYTSKRPNAILKLTDFGFAKETTSHNSLTTPCYTPYYVAPEVLGPEKYDKSCDMWSLGVIMYILLCGYPPFYSNHGLAISPGMKTRIRMGQYEFPNPEWSEVSEEVKMLIRNLLKTEPTQRMTITEFMNHPWIMQSTKVPQTPLHTSRVLKEDKERWEDVKEEMTSALATMRVDYEQIKIKKIEDASNPLLLKRRKKARAVEDAALAH. (6) The small molecule is CN(Cc1cc2c(=O)c(C(=O)NCc3ccc(Cl)cc3)cn(C)c2o1)C[C@@H](O)c1ccccn1. The target protein (P04292) has sequence MFSGGGGPLSPGGKSAARAASGFFAPAGPRGAGRGPPPCLRQNFYNPYLAPVGTQQKPTGPTQRHTYYSECDEFRFIAPRVLDEDAPPEKRAGVHDGHLKRAPKVYCGGDERDVLRVGSGGFWPRRSRLWGGVDHAPAGFNPTVTVFHVYDILENVEHAYGMRAAQFHARFMDAITPTGTVITLLGLTPEGHRVAVHVYGTRQYFYMNKEEVDRHLQCRAPRDLCERMAAALRESPGASFRGISADHFEAEVVERTDVYYYETRPALFYRVYVRSGRVLSYLCDNFCPAIKKYEGGVDATTRFILDNPGFVTFGWYRLKPGRNNTLAQPRAPMAFGTSSDVEFNCTADNLAIEGGMSDLPAYKLMCFDIECKAGGEDELAFPVAGHPEDLVIQISCLLYDLSTTALEHVLLFSLGSCDLPESHLNELAARGLPTPVVLEFDSEFEMLLAFMTLVKQYGPEFVTGYNIINFDWPFLLAKLTDIYKVPLDGYGRMNGRGVFR.... The pIC50 is 6.5. (7) The small molecule is Nc1ccc2nc(-c3ccc(Br)cc3)cc(C(=O)O)c2c1. The target protein (P78600) has sequence MIIIKRFLHIKTVPKSYGNQLSKFKYSKQIPTHEVLTKLGYITYPRAGLVNWSKMGLLIQNKISQIIRQRMDEIQFEEVSLSLISHKELWKLTNRWDQEEIFKLVGDEYLLVPTAEEEITNYVKKQFLESYKNFPLALYQINPKFRNEKRPRGGLLRGKEFLMKDAYSFDLNESEAMKTYEKVVGAYHKIFQDLGIPYVKAEADSGDIGGSLSHEWHYLNSSGEDTVFECNECHNVSNMEKALSYPKEIDETIEVSVIYFTTEDKSTLICAYYPSNRVLEPKFIQNEIPDIDLDSINDLSEFNHDISTRIVRIMDSRLSSRSKFPDFPISNFINRSLITTLTDIPIVLAQEGEICGHCEEGKLSASSAIEVGHTFYLGDKYSKPLDLEVDVPTSNNSIEKQRIMMGCYGIGISRIIAAIAEINRDEKGLKWPRSIAPWEVTVVEVSKQKQLKNVNDNNHHNNPQDNFQEIYNILNQANIDYRLDNRSDSMGKKLKQSDLL.... The pIC50 is 5.5.